This data is from Catalyst prediction with 721,799 reactions and 888 catalyst types from USPTO. The task is: Predict which catalyst facilitates the given reaction. (1) Reactant: [CH3:1][O:2][C:3]1[C:8]([O:9][CH3:10])=[CH:7][CH:6]=[CH:5][C:4]=1[C:11]([CH:13]1[CH2:18][CH2:17][N:16]([CH2:19][CH2:20][C:21]2[CH:26]=[CH:25][C:24]([F:27])=[CH:23][CH:22]=2)[CH2:15][CH2:14]1)=[O:12].[BH4-].[Na+]. Product: [CH3:1][O:2][C:3]1[C:8]([O:9][CH3:10])=[CH:7][CH:6]=[CH:5][C:4]=1[CH:11]([CH:13]1[CH2:14][CH2:15][N:16]([CH2:19][CH2:20][C:21]2[CH:26]=[CH:25][C:24]([F:27])=[CH:23][CH:22]=2)[CH2:17][CH2:18]1)[OH:12]. The catalyst class is: 5. (2) Reactant: [CH2:1]([O:3][C:4]([C:6]1[C:11](=[O:12])[NH:10][C:9]2[N:13]([CH:17]([CH3:19])[CH3:18])[N:14]=[C:15]([CH3:16])[C:8]=2[C:7]=1[Cl:20])=[O:5])[CH3:2].C(C1C=C(C)C=C(C(C)(C)C)N=1)(C)(C)C.[O:36](S(C(F)(F)F)(=O)=O)[S:37]([C:40]([F:43])([F:42])[F:41])(=O)=[O:38]. Product: [CH2:1]([O:3][C:4]([C:6]1[C:7]([Cl:20])=[C:8]2[C:15]([CH3:16])=[N:14][N:13]([CH:17]([CH3:19])[CH3:18])[C:9]2=[N:10][C:11]=1[O:12][S:37]([C:40]([F:43])([F:42])[F:41])(=[O:38])=[O:36])=[O:5])[CH3:2]. The catalyst class is: 4. (3) Product: [CH:49]([N:36]([CH2:37][C:38]1[O:42][N:41]=[C:40]([C:43]2[CH:48]=[CH:47][CH:46]=[CH:45][CH:44]=2)[N:39]=1)[C:34](=[O:35])[CH2:33][O:32][C:31]1[CH:30]=[CH:29][C:28]([C:26]([NH:1][CH:2]([CH2:3][CH:4]([CH3:6])[CH3:5])[C:7]([OH:9])=[O:8])=[O:27])=[CH:53][CH:52]=1)([CH3:51])[CH3:50]. Reactant: [NH2:1][C@H:2]([C:7]([OH:9])=[O:8])[CH2:3][CH:4]([CH3:6])[CH3:5].C(N(CC)CC)C.N1([C:26]([C:28]2[CH:53]=[CH:52][C:31]([O:32][CH2:33][C:34]([N:36]([CH:49]([CH3:51])[CH3:50])[CH2:37][C:38]3[O:42][N:41]=[C:40]([C:43]4[CH:48]=[CH:47][CH:46]=[CH:45][CH:44]=4)[N:39]=3)=[O:35])=[CH:30][CH:29]=2)=[O:27])C2C=CC=CC=2N=N1. The catalyst class is: 47. (4) Reactant: [N:1]1([C:6]2[N:11]=[CH:10][C:9]([CH2:12]O)=[CH:8][CH:7]=2)[CH:5]=[CH:4][CH:3]=[N:2]1.O=S(Cl)[Cl:16]. Product: [Cl:16][CH2:12][C:9]1[CH:8]=[CH:7][C:6]([N:1]2[CH:5]=[CH:4][CH:3]=[N:2]2)=[N:11][CH:10]=1. The catalyst class is: 2. (5) Reactant: [Br:1][C:2]1[CH:3]=[N:4][C:5](S(C)(=O)=O)=[N:6][CH:7]=1.[CH2:12]([OH:17])[C:13]([F:16])([F:15])[F:14].C(=O)([O-])[O-].[K+].[K+]. Product: [Br:1][C:2]1[CH:3]=[N:4][C:5]([O:17][CH2:12][C:13]([F:16])([F:15])[F:14])=[N:6][CH:7]=1. The catalyst class is: 10. (6) Reactant: [Br:1][C:2]1[CH:7]=[C:6](I)[CH:5]=[CH:4][C:3]=1[F:9].[CH:10]([Mg]Cl)(C)C.[C:15]1(=[O:25])[O:20][C:18](=[O:19])[C:17]2[CH2:21][CH2:22][CH2:23][CH2:24][C:16]1=2.[Cl-].[NH4+].S([O-])([O-])(=O)=O.[Mg+2].S(Cl)(Cl)=O. Product: [Br:1][C:2]1[CH:7]=[C:6]([C:18]2([O:19][CH3:10])[C:17]3[CH2:21][CH2:22][CH2:23][CH2:24][C:16]=3[C:15](=[O:25])[O:20]2)[CH:5]=[CH:4][C:3]=1[F:9]. The catalyst class is: 83. (7) Reactant: [CH3:1]/[C:2](=[CH:6]\[CH3:7])/[C:3](O)=[O:4].CN1CCOCC1.ClC(OCC(C)C)=O.Cl.[CH3:24][O:25][C:26](=[O:29])[CH2:27][NH2:28]. Product: [CH3:24][O:25][C:26](=[O:29])[CH2:27][NH:28][C:3](=[O:4])/[C:2](/[CH3:1])=[CH:6]/[CH3:7]. The catalyst class is: 2. (8) Product: [CH3:1][O:2][C:3](=[O:12])[C:4]1[CH:9]=[CH:8][C:7]([NH:10][C:22](=[O:24])[CH2:21][S:20][C:19]([C:31]2[CH:36]=[CH:35][CH:34]=[CH:33][CH:32]=2)([C:13]2[CH:18]=[CH:17][CH:16]=[CH:15][CH:14]=2)[C:25]2[CH:30]=[CH:29][CH:28]=[CH:27][CH:26]=2)=[C:6]([NH:11][C:22](=[O:24])[CH2:21][S:20][C:19]([C:46]2[CH:47]=[CH:48][CH:49]=[CH:50][CH:51]=2)([C:13]2[CH:18]=[CH:17][CH:16]=[CH:15][CH:14]=2)[C:25]2[CH:30]=[CH:29][CH:28]=[CH:27][CH:26]=2)[CH:5]=1. Reactant: [CH3:1][O:2][C:3](=[O:12])[C:4]1[CH:9]=[CH:8][C:7]([NH2:10])=[C:6]([NH2:11])[CH:5]=1.[C:13]1([C:19]([C:31]2[CH:36]=[CH:35][CH:34]=[CH:33][CH:32]=2)([C:25]2[CH:30]=[CH:29][CH:28]=[CH:27][CH:26]=2)[S:20][CH2:21][C:22]([OH:24])=O)[CH:18]=[CH:17][CH:16]=[CH:15][CH:14]=1.[CH:46]1(N=C=N[CH:46]2[CH2:51][CH2:50][CH2:49][CH2:48][CH2:47]2)[CH2:51][CH2:50][CH2:49][CH2:48][CH2:47]1. The catalyst class is: 4. (9) Reactant: [NH2:1][CH2:2][C:3]1[CH:13]=[CH:12][C:6]([C:7]([O:9]CC)=[O:8])=[C:5]([F:14])[C:4]=1[F:15].[C:16](=O)(ON1C(=O)CCC1=O)[O:17]N1C(=O)CCC1=O.[NH:34]1[CH2:39][CH2:38][CH:37]([CH2:40][OH:41])[CH2:36][CH2:35]1.[Li+].[OH-].Cl. Product: [F:14][C:5]1[C:4]([F:15])=[C:3]([CH2:2][NH:1][C:16]([N:34]2[CH2:39][CH2:38][CH:37]([CH2:40][OH:41])[CH2:36][CH2:35]2)=[O:17])[CH:13]=[CH:12][C:6]=1[C:7]([OH:9])=[O:8]. The catalyst class is: 827. (10) Reactant: [CH3:1][CH:2]1[CH2:6][CH2:5][CH2:4][N:3]1[CH2:7][CH2:8][O:9][C:10]1[CH:15]=[CH:14][C:13]([C:16]2[O:17][CH:18]=[C:19]([CH2:21][C:22]([OH:24])=O)[N:20]=2)=[CH:12][CH:11]=1.[NH:25]1[CH2:30][CH2:29][CH2:28][CH2:27][CH2:26]1.C(N(CC)CC)C.Cl.CN(C)CCCN=C=NCC.ON1C2C=CC=CC=2N=N1. Product: [CH3:1][CH:2]1[CH2:6][CH2:5][CH2:4][N:3]1[CH2:7][CH2:8][O:9][C:10]1[CH:15]=[CH:14][C:13]([C:16]2[O:17][CH:18]=[C:19]([CH2:21][C:22]([N:25]3[CH2:30][CH2:29][CH2:28][CH2:27][CH2:26]3)=[O:24])[N:20]=2)=[CH:12][CH:11]=1. The catalyst class is: 4.